Dataset: Catalyst prediction with 721,799 reactions and 888 catalyst types from USPTO. Task: Predict which catalyst facilitates the given reaction. (1) Reactant: [CH3:1][S:2][C:3]1[CH:8]=[CH:7][CH:6]=[CH:5][C:4]=1[C:9]1[C:19]2[O:18][CH2:17][CH2:16][N:15](C(OC(C)(C)C)=O)[CH2:14][C:13]=2[CH:12]=[CH:11][CH:10]=1.C(OCC)(=O)C.[ClH:33]. Product: [ClH:33].[CH3:1][S:2][C:3]1[CH:8]=[CH:7][CH:6]=[CH:5][C:4]=1[C:9]1[C:19]2[O:18][CH2:17][CH2:16][NH:15][CH2:14][C:13]=2[CH:12]=[CH:11][CH:10]=1. The catalyst class is: 13. (2) Reactant: [N-:1]=[N+:2]=[N-:3].[Na+].Cl[C:6]1[N:7]=[C:8]2[CH:28]=[C:27]([Cl:29])[CH:26]=[N:25][C:9]2=[N:10][C:11]=1[N:12]1[CH2:15][CH:14]([N:16]([CH3:24])[C:17](=[O:23])[O:18][C:19]([CH3:22])([CH3:21])[CH3:20])[CH2:13]1. Product: [Cl:29][C:27]1[CH:26]=[N:25][C:9]2[N:10]=[C:11]([N:12]3[CH2:13][CH:14]([N:16]([CH3:24])[C:17](=[O:23])[O:18][C:19]([CH3:22])([CH3:20])[CH3:21])[CH2:15]3)[C:6]3[N:1]([N:2]=[N:3][N:7]=3)[C:8]=2[CH:28]=1. The catalyst class is: 14. (3) Reactant: Br[C:2]1[CH:7]=[C:6]([CH3:8])[C:5]([Br:9])=[CH:4][N:3]=1.C([Li])CCC.[CH3:15][C:16]([CH3:18])=[O:17]. Product: [Br:9][C:5]1[C:6]([CH3:8])=[CH:7][C:2]([C:16]([OH:17])([CH3:18])[CH3:15])=[N:3][CH:4]=1. The catalyst class is: 11. (4) Reactant: Cl.[CH2:2]([O:9][C:10](=[O:37])[NH:11][CH2:12][CH2:13][CH2:14][CH2:15][C@H:16]([NH:28][C:29]([C@H:31]1[CH2:36][CH2:35][CH2:34][NH:33][CH2:32]1)=[O:30])[C:17]([C:19]1[S:20][C:21]2[CH:27]=[CH:26][CH:25]=[CH:24][C:22]=2[N:23]=1)=[O:18])[C:3]1[CH:8]=[CH:7][CH:6]=[CH:5][CH:4]=1.[C:38](Cl)(=[O:40])[CH3:39].CC(=O)OCC. Product: [CH2:2]([O:9][C:10](=[O:37])[NH:11][CH2:12][CH2:13][CH2:14][CH2:15][C@H:16]([NH:28][C:29]([C@H:31]1[CH2:36][CH2:35][CH2:34][N:33]([C:38](=[O:40])[CH3:39])[CH2:32]1)=[O:30])[C:17]([C:19]1[S:20][C:21]2[CH:27]=[CH:26][CH:25]=[CH:24][C:22]=2[N:23]=1)=[O:18])[C:3]1[CH:4]=[CH:5][CH:6]=[CH:7][CH:8]=1. The catalyst class is: 2. (5) Reactant: [N+:1]([C:4]1[CH:9]=[CH:8][C:7]([SH:10])=[CH:6][CH:5]=1)([O-:3])=[O:2].C(=O)([O-])[O-].[K+].[K+].Br[CH2:18][CH2:19][CH2:20][C:21]([O:23][CH2:24][CH3:25])=[O:22]. Product: [N+:1]([C:4]1[CH:9]=[CH:8][C:7]([S:10][CH2:18][CH2:19][CH2:20][C:21]([O:23][CH2:24][CH3:25])=[O:22])=[CH:6][CH:5]=1)([O-:3])=[O:2]. The catalyst class is: 21.